This data is from Reaction yield outcomes from USPTO patents with 853,638 reactions. The task is: Predict the reaction yield, written as a fraction of the theoretical maximum amount of product (1.0 means a 100% yield; for example, 0.34 means a 34% yield). (1) The reactants are [F:1][C:2]1[C:7]([O:8][CH3:9])=[CH:6][C:5]([NH:10][C:11]2[CH:16]=[CH:15][C:14]([N:17]3[CH2:22][CH2:21][NH:20][CH2:19][CH2:18]3)=[CH:13][CH:12]=2)=[C:4]([N+:23]([O-:25])=[O:24])[CH:3]=1.[CH3:26][C:27]([CH3:34])([CH:32]=O)[C:28]([O:30][CH3:31])=[O:29]. No catalyst specified. The product is [F:1][C:2]1[C:7]([O:8][CH3:9])=[CH:6][C:5]([NH:10][C:11]2[CH:16]=[CH:15][C:14]([N:17]3[CH2:18][CH2:19][N:20]([CH2:26][C:27]([CH3:34])([CH3:32])[C:28]([O:30][CH3:31])=[O:29])[CH2:21][CH2:22]3)=[CH:13][CH:12]=2)=[C:4]([N+:23]([O-:25])=[O:24])[CH:3]=1. The yield is 0.630. (2) The reactants are [CH:1]1([CH2:4][C@H:5]([NH:10]C(=O)OC(C)(C)C)[C:6]([OH:9])([CH3:8])[CH3:7])[CH2:3][CH2:2]1.Cl. The catalyst is C(OCC)(=O)C.O. The product is [NH2:10][C@@H:5]([CH2:4][CH:1]1[CH2:3][CH2:2]1)[C:6]([CH3:8])([OH:9])[CH3:7]. The yield is 0.640. (3) The reactants are C[Si]([C:5]#[N:6])(C)C.[NH2:7][C:8]1[CH:13]=[CH:12][C:11]([CH3:14])=[CH:10][CH:9]=1.[C:15]1(=O)[CH2:19][CH2:18][CH2:17][CH2:16]1. The catalyst is ClCCl. The product is [CH3:14][C:11]1[CH:12]=[CH:13][C:8]([NH:7][C:15]2([C:5]#[N:6])[CH2:19][CH2:18][CH2:17][CH2:16]2)=[CH:9][CH:10]=1. The yield is 0.980. (4) The reactants are [O:1]1[C:5]2([CH2:10][CH2:9][CH2:8][CH2:7][CH2:6]2)[CH2:4][C:3]([CH:11]=O)=[N:2]1.[F:13][C:14]1[CH:19]=[CH:18][CH:17]=[CH:16][C:15]=1[C:20]1[CH:25]=[C:24]([CH3:26])[C:23]([NH2:27])=[C:22]([NH2:28])[CH:21]=1. The catalyst is CCO. The product is [CH3:26][C:24]1[C:23]2[NH:27][C:11]([C:3]3[CH2:4][C:5]4([CH2:10][CH2:9][CH2:8][CH2:7][CH2:6]4)[O:1][N:2]=3)=[N:28][C:22]=2[CH:21]=[C:20]([C:15]2[CH:16]=[CH:17][CH:18]=[CH:19][C:14]=2[F:13])[CH:25]=1. The yield is 0.440. (5) The yield is 0.800. The product is [NH2:22][C:18]1[CH:19]=[C:20]2[C:15](=[CH:16][CH:17]=1)[NH:14][C:13]([C:2]([CH3:12])([CH3:1])[CH2:3][NH:4][C:5](=[O:11])[O:6][C:7]([CH3:9])([CH3:8])[CH3:10])=[CH:21]2. The catalyst is C1COCC1.O.[Pd]. The reactants are [CH3:1][C:2]([C:13]1[NH:14][C:15]2[C:20]([CH:21]=1)=[CH:19][C:18]([N+:22]([O-])=O)=[CH:17][CH:16]=2)([CH3:12])[CH2:3][NH:4][C:5](=[O:11])[O:6][C:7]([CH3:10])([CH3:9])[CH3:8].C([O-])=O.[NH4+].